Dataset: Reaction yield outcomes from USPTO patents with 853,638 reactions. Task: Predict the reaction yield, written as a fraction of the theoretical maximum amount of product (1.0 means a 100% yield; for example, 0.34 means a 34% yield). The reactants are C(OC(=O)[NH:7][C@H:8]1[CH2:13][CH2:12][C@H:11]([O:14][C:15]2[C:30]3[CH2:29][CH:28]=[CH:27][CH2:26][CH2:25][C:24]4[CH:31]=[C:32]([CH3:37])[N:33]=[C:34]([O:35]C)[C:23]=4[CH2:22][NH:21][C:20](=[O:38])[C:19]=3[CH:18]=[C:17]([Cl:39])[CH:16]=2)[CH2:10][CH2:9]1)(C)(C)C.Cl. The catalyst is O1CCOCC1. The product is [ClH:39].[NH2:7][C@H:8]1[CH2:13][CH2:12][C@H:11]([O:14][C:15]2[C:30]3[CH2:29][CH:28]=[CH:27][CH2:26][CH2:25][C:24]4[CH:31]=[C:32]([CH3:37])[NH:33][C:34](=[O:35])[C:23]=4[CH2:22][NH:21][C:20](=[O:38])[C:19]=3[CH:18]=[C:17]([Cl:39])[CH:16]=2)[CH2:10][CH2:9]1. The yield is 0.730.